From a dataset of Full USPTO retrosynthesis dataset with 1.9M reactions from patents (1976-2016). Predict the reactants needed to synthesize the given product. Given the product [CH3:31][O:30][P:28]([CH2:27][CH:26]=[CH:25][CH2:24][CH:4]([CH2:5][C:6]([CH3:23])=[CH:7][CH2:8][C:9]1[C:10]([OH:22])=[C:11]2[C:15](=[C:16]([CH3:20])[C:17]=1[O:18][CH3:19])[CH2:14][O:13][C:12]2=[O:21])[C:3]([OH:34])=[O:2])([O:32][CH3:33])=[O:29], predict the reactants needed to synthesize it. The reactants are: C[O:2][C:3](=[O:34])[CH:4]([CH2:24][CH:25]=[CH:26][CH2:27][P:28]([O:32][CH3:33])([O:30][CH3:31])=[O:29])[CH2:5][C:6]([CH3:23])=[CH:7][CH2:8][C:9]1[C:10]([OH:22])=[C:11]2[C:15](=[C:16]([CH3:20])[C:17]=1[O:18][CH3:19])[CH2:14][O:13][C:12]2=[O:21].O[Li].O.